From a dataset of Forward reaction prediction with 1.9M reactions from USPTO patents (1976-2016). Predict the product of the given reaction. (1) Given the reactants [CH3:1][O:2][CH2:3][CH2:4][N:5]1[CH2:11][CH2:10][C:9]2[CH:12]=[C:13]([NH2:16])[CH:14]=[CH:15][C:8]=2[CH2:7][CH2:6]1.Cl[C:18]1[N:23]=[C:22]([NH:24][C:25]2[CH:34]=[CH:33][CH:32]=[CH:31][C:26]=2[O:27][CH2:28][C:29]#[N:30])[C:21]([Cl:35])=[CH:20][N:19]=1, predict the reaction product. The product is: [Cl:35][C:21]1[C:22]([NH:24][C:25]2[CH:34]=[CH:33][CH:32]=[CH:31][C:26]=2[O:27][CH2:28][C:29]#[N:30])=[N:23][C:18]([NH:16][C:13]2[CH:14]=[CH:15][C:8]3[CH2:7][CH2:6][N:5]([CH2:4][CH2:3][O:2][CH3:1])[CH2:11][CH2:10][C:9]=3[CH:12]=2)=[N:19][CH:20]=1. (2) The product is: [Br:1][C:2]1[C:3]([CH3:22])=[C:4]([CH:19]=[CH:20][CH:21]=1)[CH2:5][O:6][C:7]1[CH:14]=[C:13]([O:15][CH3:16])[C:10]([CH2:11][NH:28][C@H:27]([CH3:29])[C:26]([O:25][CH3:24])=[O:30])=[C:9]([O:17][CH3:18])[CH:8]=1. Given the reactants [Br:1][C:2]1[C:3]([CH3:22])=[C:4]([CH:19]=[CH:20][CH:21]=1)[CH2:5][O:6][C:7]1[CH:14]=[C:13]([O:15][CH3:16])[C:10]([CH:11]=O)=[C:9]([O:17][CH3:18])[CH:8]=1.Cl.[CH3:24][O:25][C:26](=[O:30])[C@@H:27]([CH3:29])[NH2:28].C(O[BH-](OC(=O)C)OC(=O)C)(=O)C.[Na+], predict the reaction product. (3) Given the reactants [CH2:1]([O:3][C:4]1[CH:5]=[C:6]([CH:9]=[C:10]([CH2:13][C:14]([CH3:16])=[CH2:15])[C:11]=1[OH:12])[CH:7]=[O:8])[CH3:2], predict the reaction product. The product is: [CH2:1]([O:3][C:4]1[C:11]2[O:12][C:14]([CH3:16])([CH3:15])[CH2:13][C:10]=2[CH:9]=[C:6]([CH:7]=[O:8])[CH:5]=1)[CH3:2]. (4) Given the reactants [C:1](=[O:4])([O-])[O-].[Cs+].[Cs+].[C:7]([O:16][CH2:17][CH:18]=[CH2:19])(=[O:15])[CH2:8][C:9]([O:11][CH2:12][CH:13]=[CH2:14])=[O:10].I[CH2:21][CH2:22][C:23]1[CH:32]=[CH:31][C:26]([C:27]([O:29][CH3:30])=[O:28])=[CH:25][CH:24]=1.CN([CH:36]=[O:37])C, predict the reaction product. The product is: [CH3:30][O:29][C:27]([C:26]1[CH:31]=[CH:32][C:23]([CH2:22][CH2:21][C:8]([CH2:21][CH2:22][C:23]2[CH:32]=[CH:31][C:26]([C:1]([O:37][CH3:36])=[O:4])=[CH:25][CH:24]=2)([C:9]([O:11][CH2:12][CH:13]=[CH2:14])=[O:10])[C:7]([O:16][CH2:17][CH:18]=[CH2:19])=[O:15])=[CH:24][CH:25]=1)=[O:28]. (5) Given the reactants [CH3:1][C@H:2]1[CH2:7][CH2:6][C@H:5]([NH:8][C:9]([C@@H:11]2[CH2:13][C@H:12]2[CH2:14]OS(C)(=O)=O)=[O:10])[CH2:4][CH2:3]1.Cl.[Cl:21][C:22]1[CH:23]=[C:24]([N:28]2[CH2:33][CH2:32][NH:31][CH2:30][CH2:29]2)[CH:25]=[CH:26][CH:27]=1, predict the reaction product. The product is: [CH3:1][C@H:2]1[CH2:7][CH2:6][C@H:5]([NH:8][C:9]([C@@H:11]2[CH2:13][C@H:12]2[CH2:14][N:31]2[CH2:30][CH2:29][N:28]([C:24]3[CH:25]=[CH:26][CH:27]=[C:22]([Cl:21])[CH:23]=3)[CH2:33][CH2:32]2)=[O:10])[CH2:4][CH2:3]1. (6) Given the reactants [CH2:1]([C:3]1[N:13]([CH2:14][C:15]2[CH:16]=[C:17]([CH:22]=[CH:23][CH:24]=2)[C:18](OC)=[O:19])[C:6]2=[N:7][C:8]([CH3:12])=[CH:9][C:10]([CH3:11])=[C:5]2[N:4]=1)[CH3:2].[H-].C([Al+]CC(C)C)C(C)C.O.O.O.O.C(C(C(C([O-])=O)O)O)([O-])=O.[Na+].[K+], predict the reaction product. The product is: [CH2:1]([C:3]1[N:13]([CH2:14][C:15]2[CH:16]=[C:17]([CH:22]=[CH:23][CH:24]=2)[CH2:18][OH:19])[C:6]2=[N:7][C:8]([CH3:12])=[CH:9][C:10]([CH3:11])=[C:5]2[N:4]=1)[CH3:2]. (7) Given the reactants [CH:1]1([C:4]2[C:12](I)=[CH:11][C:7]([C:8]([OH:10])=[O:9])=[C:6]([CH2:14][CH3:15])[CH:5]=2)[CH2:3][CH2:2]1.C([Li])CCC.Cl[C:22]([O:24][CH3:25])=[O:23], predict the reaction product. The product is: [CH:1]1([C:4]2[C:12]([C:22]([O:24][CH3:25])=[O:23])=[CH:11][C:7]([C:8]([OH:10])=[O:9])=[C:6]([CH2:14][CH3:15])[CH:5]=2)[CH2:3][CH2:2]1. (8) The product is: [CH:8]1([N:11]2[CH2:5][CH2:4][CH:3]([OH:7])[CH2:2]2)[CH2:10][CH2:9]1. Given the reactants Br[CH2:2][CH:3]([OH:7])[CH2:4][CH2:5]Br.[CH:8]1([NH2:11])[CH2:10][CH2:9]1, predict the reaction product. (9) Given the reactants Br[CH2:2][C:3]1[CH:8]=[CH:7][CH:6]=[C:5]([N+:9]([O-:11])=[O:10])[C:4]=1[CH2:12]Br.C(N(CC)C(C)C)C.[C:22]1([N:27]2CCCC2)[CH2:26][CH2:25][CH2:24][CH:23]=1.Cl.N[OH:34], predict the reaction product. The product is: [N+:9]([C:5]1[C:4]2[CH2:12][CH:23]3[CH2:24][CH2:25][CH:26](/[C:22]/3=[N:27]\[OH:34])[CH2:2][C:3]=2[CH:8]=[CH:7][CH:6]=1)([O-:11])=[O:10].